From a dataset of Reaction yield outcomes from USPTO patents with 853,638 reactions. Predict the reaction yield, written as a fraction of the theoretical maximum amount of product (1.0 means a 100% yield; for example, 0.34 means a 34% yield). The reactants are [Cl:1][C:2]([Cl:35])([Cl:34])[CH2:3][O:4][C:5](=[O:33])[NH:6][C:7]1[CH:12]=[CH:11][C:10]([S:13][C:14]2[CH:19]=[CH:18][C:17]([C:20](=[O:29])[NH:21][C:22]3[CH:27]=[CH:26][C:25]([Br:28])=[CH:24][N:23]=3)=[CH:16][C:15]=2[N+:30]([O-])=O)=[CH:9][CH:8]=1.[Cl-].[NH4+]. The catalyst is O1CCCC1.C(O)C.O.[Fe]. The product is [Cl:35][C:2]([Cl:1])([Cl:34])[CH2:3][O:4][C:5](=[O:33])[NH:6][C:7]1[CH:12]=[CH:11][C:10]([S:13][C:14]2[CH:19]=[CH:18][C:17]([C:20](=[O:29])[NH:21][C:22]3[CH:27]=[CH:26][C:25]([Br:28])=[CH:24][N:23]=3)=[CH:16][C:15]=2[NH2:30])=[CH:9][CH:8]=1. The yield is 0.950.